Dataset: Peptide-MHC class I binding affinity with 185,985 pairs from IEDB/IMGT. Task: Regression. Given a peptide amino acid sequence and an MHC pseudo amino acid sequence, predict their binding affinity value. This is MHC class I binding data. (1) The peptide sequence is RRNDVARIF. The MHC is HLA-A31:01 with pseudo-sequence HLA-A31:01. The binding affinity (normalized) is 0.0847. (2) The peptide sequence is SPIINRKGKV. The MHC is HLA-B07:02 with pseudo-sequence HLA-B07:02. The binding affinity (normalized) is 0.490. (3) The peptide sequence is RLRAEAQVK. The MHC is HLA-B53:01 with pseudo-sequence HLA-B53:01. The binding affinity (normalized) is 0. (4) The peptide sequence is ITAASLPKT. The MHC is HLA-A11:01 with pseudo-sequence HLA-A11:01. The binding affinity (normalized) is 0.263. (5) The peptide sequence is RSHAAIGAY. The MHC is HLA-B15:01 with pseudo-sequence HLA-B15:01. The binding affinity (normalized) is 0.587. (6) The peptide sequence is LGNVYVKF. The MHC is Mamu-B52 with pseudo-sequence Mamu-B52. The binding affinity (normalized) is 0.758. (7) The peptide sequence is CADGTRHTY. The MHC is HLA-A02:01 with pseudo-sequence HLA-A02:01. The binding affinity (normalized) is 0.0847. (8) The peptide sequence is RRGKANKPR. The MHC is HLA-A26:01 with pseudo-sequence HLA-A26:01. The binding affinity (normalized) is 0.0847. (9) The peptide sequence is NPLTLTAAV. The MHC is HLA-B51:01 with pseudo-sequence HLA-B51:01. The binding affinity (normalized) is 0.263.